Dataset: Reaction yield outcomes from USPTO patents with 853,638 reactions. Task: Predict the reaction yield, written as a fraction of the theoretical maximum amount of product (1.0 means a 100% yield; for example, 0.34 means a 34% yield). (1) The reactants are C([Li])CCC.C(NC(C)C)(C)C.[F:13][C:14]1[CH:19]=[CH:18][C:17]([CH3:20])=[CH:16][N:15]=1.FC1C([Li])=CC(C)=CN=1.[I:30]I.S([O-])([O-])(=O)=S.[Na+].[Na+]. The catalyst is O1CCCC1.O. The product is [F:13][C:14]1[C:19]([I:30])=[CH:18][C:17]([CH3:20])=[CH:16][N:15]=1. The yield is 0.330. (2) The reactants are C([O:4][C@H:5]1[CH2:9][C@H:8]([N:10]2[C:14]3[N:15]=[CH:16][N:17]=[C:18]([NH:19][C@@H:20]4[C:28]5[C:23](=[CH:24][CH:25]=[CH:26][CH:27]=5)[CH2:22][CH2:21]4)[C:13]=3[CH:12]=[CH:11]2)[CH2:7][C@H:6]1[CH2:29][O:30][S:31]([NH2:34])(=[O:33])=[O:32])(=O)C. The catalyst is N.CO. The product is [S:31](=[O:33])(=[O:32])([O:30][CH2:29][C@@H:6]1[CH2:7][C@@H:8]([N:10]2[C:14]3[N:15]=[CH:16][N:17]=[C:18]([NH:19][C@@H:20]4[C:28]5[C:23](=[CH:24][CH:25]=[CH:26][CH:27]=5)[CH2:22][CH2:21]4)[C:13]=3[CH:12]=[CH:11]2)[CH2:9][C@@H:5]1[OH:4])[NH2:34]. The yield is 0.900. (3) The reactants are CN(OC)[C:3]([CH:5]1[CH2:10][CH2:9][CH2:8][CH2:7][CH2:6]1)=[O:4].[CH2:13]([Mg]Cl)[C:14]1[CH:19]=[CH:18][CH:17]=[CH:16][CH:15]=1.C(OCC)C.O. The catalyst is O1CCCC1. The product is [CH2:13]([C:3]([CH:5]1[CH2:10][CH2:9][CH2:8][CH2:7][CH2:6]1)=[O:4])[C:14]1[CH:19]=[CH:18][CH:17]=[CH:16][CH:15]=1. The yield is 0.700. (4) The reactants are [CH3:1][NH:2][CH2:3][CH2:4][CH2:5][CH:6]=[CH2:7].[CH3:8][C:9]([CH3:19])([CH3:18])[C@@H:10]([C:14]([O:16][CH3:17])=[O:15])[N:11]=[C:12]=[O:13]. The catalyst is O1CCCC1. The product is [CH3:8][C:9]([CH3:19])([CH3:18])[C@@H:10]([C:14]([O:16][CH3:17])=[O:15])[NH:11][C:12]([N:2]([CH3:1])[CH2:3][CH2:4][CH2:5][CH:6]=[CH2:7])=[O:13]. The yield is 0.550. (5) The reactants are [CH2:1]([O:8][C:9]1[CH:16]=[CH:15][C:12]([CH:13]=[O:14])=[CH:11][C:10]=1[OH:17])[C:2]1[CH:7]=[CH:6][CH:5]=[CH:4][CH:3]=1.Cl[CH2:19][O:20][CH3:21].CCN(C(C)C)C(C)C. The product is [CH2:1]([O:8][C:9]1[CH:16]=[CH:15][C:12]([CH:13]=[O:14])=[CH:11][C:10]=1[O:17][CH2:19][O:20][CH3:21])[C:2]1[CH:3]=[CH:4][CH:5]=[CH:6][CH:7]=1. The yield is 0.880. The catalyst is C(Cl)Cl.CCOCC. (6) The reactants are [CH2:1]([N:3]1[C:8]2[N:9]=[CH:10][C:11]([C:13]([O:15]CC)=[O:14])=[CH:12][C:7]=2[C:6](=[O:18])[N:5]([CH2:19][CH3:20])[C:4]1=[O:21])[CH3:2]. The catalyst is C1COCC1.O.[OH-].[Li+]. The product is [CH2:1]([N:3]1[C:8]2[N:9]=[CH:10][C:11]([C:13]([OH:15])=[O:14])=[CH:12][C:7]=2[C:6](=[O:18])[N:5]([CH2:19][CH3:20])[C:4]1=[O:21])[CH3:2]. The yield is 0.754. (7) The reactants are Cl.C(N=C=NCCCN(C)C)C.O.ON1C2C=CC=CC=2N=N1.[OH:24][CH:25]1[CH2:30][CH2:29][NH:28][CH2:27][CH2:26]1.[C:31]([O:35][C:36]([NH:38][C@H:39]([C:41](O)=[O:42])[CH3:40])=[O:37])([CH3:34])([CH3:33])[CH3:32].C(N(CC)CC)C. The catalyst is C(Cl)Cl. The product is [C:31]([O:35][C:36](=[O:37])[NH:38][C@@H:39]([CH3:40])[C:41]([N:28]1[CH2:29][CH2:30][CH:25]([OH:24])[CH2:26][CH2:27]1)=[O:42])([CH3:34])([CH3:32])[CH3:33]. The yield is 0.740. (8) The reactants are Br[C:2]1[N:7]=[C:6]([CH2:8][O:9][Si:10]([C:13]([CH3:16])([CH3:15])[CH3:14])([CH3:12])[CH3:11])[CH:5]=[CH:4][CH:3]=1.[C:17]1(=[O:23])[CH2:22][CH2:21][CH2:20][CH2:19][CH2:18]1. No catalyst specified. The product is [Si:10]([O:9][CH2:8][C:6]1[N:7]=[C:2]([C:17]2([OH:23])[CH2:22][CH2:21][CH2:20][CH2:19][CH2:18]2)[CH:3]=[CH:4][CH:5]=1)([C:13]([CH3:16])([CH3:15])[CH3:14])([CH3:12])[CH3:11]. The yield is 0.150. (9) The reactants are Br[C:2]1[CH:3]=[C:4]([C:8]2[CH:13]=[C:12]([C:14]3[CH:19]=[CH:18][C:17]([C:20]([F:23])([F:22])[F:21])=[CH:16][CH:15]=3)[CH:11]=[C:10]([CH3:24])[N:9]=2)[CH:5]=[CH:6][CH:7]=1.[B:25](OC(C)C)([O:30]C(C)C)[O:26]C(C)C.[Li]CCCC.[Na+].[Cl-]. The catalyst is C1COCC1. The product is [CH3:24][C:10]1[N:9]=[C:8]([C:4]2[CH:3]=[C:2]([B:25]([OH:30])[OH:26])[CH:7]=[CH:6][CH:5]=2)[CH:13]=[C:12]([C:14]2[CH:19]=[CH:18][C:17]([C:20]([F:23])([F:22])[F:21])=[CH:16][CH:15]=2)[CH:11]=1. The yield is 0.960.